This data is from Forward reaction prediction with 1.9M reactions from USPTO patents (1976-2016). The task is: Predict the product of the given reaction. (1) Given the reactants [C:1]([C:3]1([S:16][C:17]2[CH:22]=[CH:21][CH:20]=[CH:19][CH:18]=2)[CH2:8][CH2:7][N:6]([C:9]([O:11][C:12]([CH3:15])([CH3:14])[CH3:13])=[O:10])[CH2:5][CH2:4]1)#[N:2].[H-].[H-].[H-].[H-].[Li+].[Al+3], predict the reaction product. The product is: [NH2:2][CH2:1][C:3]1([S:16][C:17]2[CH:18]=[CH:19][CH:20]=[CH:21][CH:22]=2)[CH2:8][CH2:7][N:6]([C:9]([O:11][C:12]([CH3:15])([CH3:14])[CH3:13])=[O:10])[CH2:5][CH2:4]1. (2) Given the reactants Cl[C:2]1[N:7]=[C:6]([C:8]2[C:9]([C:17]3[CH:18]=[C:19]([NH:23][C:24](=[O:33])[C:25]4[C:30](F)=[CH:29][CH:28]=[CH:27][C:26]=4F)[CH:20]=[CH:21][CH:22]=3)=[N:10][N:11]3[CH:16]=[CH:15][CH:14]=[CH:13][C:12]=23)[CH:5]=[CH:4][N:3]=1.N[C:35]1[CH:40]=[CH:39][C:38]([NH:41]C(=O)CN(C)C)=[CH:37][CH:36]=1, predict the reaction product. The product is: [CH2:2]1[C:36]2[C:35](=[CH:40][CH:39]=[C:38]([NH:41][C:2]3[N:7]=[C:6]([C:8]4[C:9]([C:17]5[CH:18]=[C:19]([NH:23][C:24](=[O:33])[C:25]6[CH:30]=[CH:29][CH:28]=[CH:27][CH:26]=6)[CH:20]=[CH:21][CH:22]=5)=[N:10][N:11]5[CH:16]=[CH:15][CH:14]=[CH:13][C:12]=45)[CH:5]=[CH:4][N:3]=3)[CH:37]=2)[CH2:5][CH2:4][NH:3]1. (3) The product is: [F:1][C:2]1[CH:9]=[C:8]([F:10])[CH:7]=[CH:6][C:3]=1/[CH:4]=[CH:14]/[N+:11]([O-:13])=[O:12]. Given the reactants [F:1][C:2]1[CH:9]=[C:8]([F:10])[CH:7]=[CH:6][C:3]=1[CH:4]=O.[N+:11]([CH3:14])([O-:13])=[O:12].[OH-].[Na+].Cl.C(OC(=O)C)(=O)C, predict the reaction product. (4) Given the reactants C(O)(=O)C(C)(C)C.[CH3:8][C:9]1([CH3:29])[C:21]2[CH:20]=[C:19]([NH:22][C:23]3[CH:28]=[CH:27][CH:26]=[CH:25][CH:24]=3)[CH:18]=[CH:17][C:16]=2[C:15]2[C:10]1=[CH:11][CH:12]=[CH:13][CH:14]=2.C(=O)([O-])[O-].[K+].[K+].C([O-])([O-])=O.[Na+].[Na+], predict the reaction product. The product is: [CH3:8][C:9]1([CH3:29])[C:21]2=[CH:20][C:19]3[NH:22][C:23]4[C:28]([C:18]=3[CH:17]=[C:16]2[C:15]2[C:10]1=[CH:11][CH:12]=[CH:13][CH:14]=2)=[CH:27][CH:26]=[CH:25][CH:24]=4. (5) Given the reactants C(O[C:4]1[CH2:10][C:9](=[O:11])[NH:8][C:7]2[CH:12]=[C:13]([F:17])[C:14]([F:16])=[CH:15][C:6]=2[N:5]=1)C.[C:18]([NH:26][NH2:27])(=O)[C:19]1[CH:24]=[CH:23][CH:22]=[CH:21][CH:20]=1, predict the reaction product. The product is: [F:17][C:13]1[C:14]([F:16])=[CH:15][C:6]2[N:5]3[C:4]([CH2:10][C:9](=[O:11])[NH:8][C:7]=2[CH:12]=1)=[N:27][N:26]=[C:18]3[C:19]1[CH:24]=[CH:23][CH:22]=[CH:21][CH:20]=1. (6) Given the reactants Cl[C:2]1[C:3]2[C:10]([C:11]#[N:12])=[CH:9][NH:8][C:4]=2[N:5]=[CH:6][N:7]=1.[CH3:13][N:14]([CH3:22])[C@H:15]1[CH2:20][CH2:19][C@H:18]([NH2:21])[CH2:17][CH2:16]1.CCN(CC)CC, predict the reaction product. The product is: [CH3:13][N:14]([CH3:22])[CH:15]1[CH2:20][CH2:19][CH:18]([NH:21][C:2]2[C:3]3[C:10]([C:11]#[N:12])=[CH:9][NH:8][C:4]=3[N:5]=[CH:6][N:7]=2)[CH2:17][CH2:16]1. (7) Given the reactants [CH:1]1([C:7]2[C:8]3[S:30][C:29]([C:31]([O:33]C(C)(C)C)=[O:32])=[CH:28][C:9]=3[N:10]3[CH2:17][C:16](=O)[N:15]([CH2:19][CH2:20][N:21]([CH3:23])[CH3:22])[CH2:14][C:13]4[CH:24]=[CH:25][CH:26]=[CH:27][C:12]=4[C:11]=23)[CH2:6][CH2:5][CH2:4][CH2:3][CH2:2]1.B.CSC.Cl.CO, predict the reaction product. The product is: [CH:1]1([C:7]2[C:8]3[S:30][C:29]([C:31]([OH:33])=[O:32])=[CH:28][C:9]=3[N:10]3[CH2:17][CH2:16][N:15]([CH2:19][CH2:20][N:21]([CH3:23])[CH3:22])[CH2:14][C:13]4[CH:24]=[CH:25][CH:26]=[CH:27][C:12]=4[C:11]=23)[CH2:6][CH2:5][CH2:4][CH2:3][CH2:2]1. (8) Given the reactants [CH:1]([O:4][C:5]([N:7]1[CH:12]([CH2:13][CH3:14])[CH2:11][CH:10]([NH:15][C:16]2[N:21]=[CH:20][C:19]([Br:22])=[CH:18][N:17]=2)[CH2:9][CH:8]1[CH2:23][CH3:24])=[O:6])([CH3:3])[CH3:2].[H-].[Na+].Br[CH2:28][C:29]1[CH:34]=[C:33]([C:35]([F:38])([F:37])[F:36])[CH:32]=[C:31]([Cl:39])[CH:30]=1.O, predict the reaction product. The product is: [CH:1]([O:4][C:5]([N:7]1[CH:12]([CH2:13][CH3:14])[CH2:11][CH:10]([N:15]([C:16]2[N:21]=[CH:20][C:19]([Br:22])=[CH:18][N:17]=2)[CH2:28][C:29]2[CH:34]=[C:33]([C:35]([F:36])([F:37])[F:38])[CH:32]=[C:31]([Cl:39])[CH:30]=2)[CH2:9][CH:8]1[CH2:23][CH3:24])=[O:6])([CH3:3])[CH3:2]. (9) Given the reactants [CH3:1][C:2]1[CH:7]=[C:6]([CH3:8])[N:5]=[C:4]([NH2:9])[CH:3]=1.CCN(CC)CC.Cl[C:18](Cl)([O:20]C(=O)OC(Cl)(Cl)Cl)Cl.[CH3:29][O:30][C:31]1[CH:32]=[C:33]([C@@:39]23[CH2:47][CH2:46][C@@H:45]([NH2:48])[CH2:44][C@@H:43]2[N:42]([CH3:49])[CH2:41][CH2:40]3)[CH:34]=[CH:35][C:36]=1[O:37][CH3:38], predict the reaction product. The product is: [CH3:29][O:30][C:31]1[CH:32]=[C:33]([C@@:39]23[CH2:47][CH2:46][C@@H:45]([NH:48][C:18]([NH:9][C:4]4[CH:3]=[C:2]([CH3:1])[CH:7]=[C:6]([CH3:8])[N:5]=4)=[O:20])[CH2:44][C@@H:43]2[N:42]([CH3:49])[CH2:41][CH2:40]3)[CH:34]=[CH:35][C:36]=1[O:37][CH3:38]. (10) Given the reactants [CH2:1]([NH:8][C:9]([C:11]1[N:16]=[C:15]2[C:17](Br)=[CH:18][N:19]=[CH:20][C:14]2=[N:13][CH:12]=1)=[O:10])[C:2]1[CH:7]=[CH:6][CH:5]=[CH:4][CH:3]=1.[Cl:22][C:23]1[CH:28]=[CH:27][C:26](B(O)O)=[CH:25][CH:24]=1.C(=O)([O-])[O-].[Cs+].[Cs+].O1CCOCC1, predict the reaction product. The product is: [CH2:1]([NH:8][C:9]([C:11]1[N:16]=[C:15]2[C:17]([C:26]3[CH:27]=[CH:28][C:23]([Cl:22])=[CH:24][CH:25]=3)=[CH:18][N:19]=[CH:20][C:14]2=[N:13][CH:12]=1)=[O:10])[C:2]1[CH:7]=[CH:6][CH:5]=[CH:4][CH:3]=1.